This data is from NCI-60 drug combinations with 297,098 pairs across 59 cell lines. The task is: Regression. Given two drug SMILES strings and cell line genomic features, predict the synergy score measuring deviation from expected non-interaction effect. (1) Drug 1: C1=C(C(=O)NC(=O)N1)N(CCCl)CCCl. Drug 2: COC1=C2C(=CC3=C1OC=C3)C=CC(=O)O2. Cell line: SF-268. Synergy scores: CSS=6.60, Synergy_ZIP=-4.14, Synergy_Bliss=-4.03, Synergy_Loewe=-9.66, Synergy_HSA=-5.20. (2) Drug 1: CCN(CC)CCNC(=O)C1=C(NC(=C1C)C=C2C3=C(C=CC(=C3)F)NC2=O)C. Drug 2: CC1C(C(CC(O1)OC2CC(CC3=C2C(=C4C(=C3O)C(=O)C5=C(C4=O)C(=CC=C5)OC)O)(C(=O)CO)O)N)O.Cl. Cell line: CCRF-CEM. Synergy scores: CSS=21.3, Synergy_ZIP=-1.79, Synergy_Bliss=-8.00, Synergy_Loewe=-37.1, Synergy_HSA=-8.97.